This data is from Reaction yield outcomes from USPTO patents with 853,638 reactions. The task is: Predict the reaction yield, written as a fraction of the theoretical maximum amount of product (1.0 means a 100% yield; for example, 0.34 means a 34% yield). (1) The catalyst is C(Cl)Cl. The product is [CH:52]1([C@H:47]([NH:46][C:45]([C@@H:40]([NH:39][C:38]([C@@H:15]2[CH2:16][C@H:17]([O:19][C:20]3[C:29]4[C:24](=[CH:25][C:26]([O:30][CH3:31])=[CH:27][CH:28]=4)[N:23]=[C:22]([C:32]4[CH:33]=[CH:34][CH:35]=[CH:36][CH:37]=4)[CH:21]=3)[CH2:18][C@H:14]2[C:12]([NH:11][C@@H:7]([CH2:8][CH2:9][CH3:10])[C:6]([OH:60])=[O:5])=[O:13])=[O:59])[C:41]([CH3:42])([CH3:43])[CH3:44])=[O:58])[C:48](=[O:51])[NH:49][CH3:50])[CH2:57][CH2:56][CH2:55][CH2:54][CH2:53]1. The reactants are C([O:5][C:6](=[O:60])[C@@H:7]([NH:11][C:12]([C@@H:14]1[CH2:18][C@@H:17]([O:19][C:20]2[C:29]3[C:24](=[CH:25][C:26]([O:30][CH3:31])=[CH:27][CH:28]=3)[N:23]=[C:22]([C:32]3[CH:37]=[CH:36][CH:35]=[CH:34][CH:33]=3)[CH:21]=2)[CH2:16][C@H:15]1[C:38](=[O:59])[NH:39][C@H:40]([C:45](=[O:58])[NH:46][C@@H:47]([CH:52]1[CH2:57][CH2:56][CH2:55][CH2:54][CH2:53]1)[C:48](=[O:51])[NH:49][CH3:50])[C:41]([CH3:44])([CH3:43])[CH3:42])=[O:13])[CH2:8][CH2:9][CH3:10])(C)(C)C.C([SiH](CC)CC)C.C(O)(C(F)(F)F)=O. The yield is 1.00. (2) The reactants are CCCC[N+](CCCC)(CCCC)CCCC.[F-].C[Si]([C:23]#[C:24][C:25]1[CH:30]=[CH:29][CH:28]=[CH:27][C:26]=1[CH:31]([CH3:36])[C:32]([O:34][CH3:35])=[O:33])(C)C. The catalyst is C1COCC1. The product is [C:24]([C:25]1[CH:30]=[CH:29][CH:28]=[CH:27][C:26]=1[CH:31]([CH3:36])[C:32]([O:34][CH3:35])=[O:33])#[CH:23]. The yield is 0.890. (3) The reactants are [NH2:1][C:2]1[CH:3]=[CH:4][CH:5]=[C:6]2[C:11]=1[CH2:10][CH:9]([OH:12])[CH2:8][CH2:7]2.[C:13]1([N:19]=[C:20]=[O:21])[CH:18]=[CH:17][CH:16]=[CH:15][CH:14]=1.C(OC(C)C)(C)C.CCCCCC. The catalyst is O1CCOCC1. The product is [C:13]1([NH:19][C:20]([NH:1][C:2]2[C:11]3[CH2:10][CH:9]([OH:12])[CH2:8][CH2:7][C:6]=3[CH:5]=[CH:4][CH:3]=2)=[O:21])[CH:18]=[CH:17][CH:16]=[CH:15][CH:14]=1. The yield is 0.510. (4) The reactants are [NH2:1][C:2]1[C:7]([S:8](Cl)(=[O:10])=[O:9])=[CH:6][C:5]([Br:12])=[CH:4][N:3]=1.[NH:13]1[CH2:18][CH2:17][O:16][CH2:15][CH2:14]1.N1C=CC=CC=1. The catalyst is O1CCOCC1. The product is [Br:12][C:5]1[CH:6]=[C:7]([S:8]([N:13]2[CH2:18][CH2:17][O:16][CH2:15][CH2:14]2)(=[O:10])=[O:9])[C:2]([NH2:1])=[N:3][CH:4]=1. The yield is 0.910. (5) The reactants are [CH3:1][C:2]1[S:6][C:5]([CH:7]=[O:8])=[CH:4][CH:3]=1.[Br:9]Br.C(=O)([O-])O.[Na+]. The catalyst is C(O)(=O)C. The product is [Br:9][C:3]1[CH:4]=[C:5]([CH:7]=[O:8])[S:6][C:2]=1[CH3:1]. The yield is 0.500. (6) The catalyst is O1CCOCC1. The reactants are CO.[OH-].[Na+].[Cl:5][C:6]1[CH:11]=[CH:10][CH:9]=[CH:8][C:7]=1[CH2:12][C:13]([NH:15][NH2:16])=O.[N:17]1[CH:22]=[CH:21][CH:20]=[C:19]([N:23]=[C:24]=[S:25])[CH:18]=1. The product is [Cl:5][C:6]1[CH:11]=[CH:10][CH:9]=[CH:8][C:7]=1[CH2:12][C:13]1[N:23]([C:19]2[CH:18]=[N:17][CH:22]=[CH:21][CH:20]=2)[C:24](=[S:25])[NH:16][N:15]=1. The yield is 0.810.